From a dataset of NCI-60 drug combinations with 297,098 pairs across 59 cell lines. Regression. Given two drug SMILES strings and cell line genomic features, predict the synergy score measuring deviation from expected non-interaction effect. (1) Drug 1: CS(=O)(=O)C1=CC(=C(C=C1)C(=O)NC2=CC(=C(C=C2)Cl)C3=CC=CC=N3)Cl. Drug 2: CCN(CC)CCCC(C)NC1=C2C=C(C=CC2=NC3=C1C=CC(=C3)Cl)OC. Cell line: HOP-92. Synergy scores: CSS=39.0, Synergy_ZIP=-5.16, Synergy_Bliss=-2.28, Synergy_Loewe=-23.8, Synergy_HSA=-1.34. (2) Drug 1: CC1=C2C(C(=O)C3(C(CC4C(C3C(C(C2(C)C)(CC1OC(=O)C(C(C5=CC=CC=C5)NC(=O)OC(C)(C)C)O)O)OC(=O)C6=CC=CC=C6)(CO4)OC(=O)C)OC)C)OC. Drug 2: CC(C1=C(C=CC(=C1Cl)F)Cl)OC2=C(N=CC(=C2)C3=CN(N=C3)C4CCNCC4)N. Cell line: NCI/ADR-RES. Synergy scores: CSS=9.86, Synergy_ZIP=-0.482, Synergy_Bliss=4.73, Synergy_Loewe=-0.228, Synergy_HSA=3.40.